From a dataset of Forward reaction prediction with 1.9M reactions from USPTO patents (1976-2016). Predict the product of the given reaction. (1) Given the reactants [F:1][C:2]([F:7])([F:6])[C:3]([OH:5])=[O:4].[CH2:8]([S:10]([N:13]1[CH2:18][CH2:17][CH:16]([C:19]2[C:27]3[C:22](=[C:23]([C:40]([NH2:42])=[O:41])[CH:24]=[C:25]([C:28]4[CH:32]=[C:31]([CH2:33][N:34]([C@@H:36](C)[CH2:37][OH:38])[CH3:35])[S:30][CH:29]=4)[CH:26]=3)[NH:21][CH:20]=2)[CH2:15][CH2:14]1)(=[O:12])=[O:11])[CH3:9].N[C@H:44](C)CO, predict the reaction product. The product is: [F:1][C:2]([F:7])([F:6])[C:3]([OH:5])=[O:4].[CH2:8]([S:10]([N:13]1[CH2:18][CH2:17][CH:16]([C:19]2[C:27]3[C:22](=[C:23]([C:40]([NH2:42])=[O:41])[CH:24]=[C:25]([C:28]4[CH:32]=[C:31]([CH2:33][N:34]([CH2:36][C@@H:37]([OH:38])[CH3:44])[CH3:35])[S:30][CH:29]=4)[CH:26]=3)[NH:21][CH:20]=2)[CH2:15][CH2:14]1)(=[O:11])=[O:12])[CH3:9]. (2) Given the reactants C[O:2][C:3]1[CH:8]=[CH:7][C:6]([P:9](=[O:24])([C:17]2[CH:22]=[CH:21][C:20]([Cl:23])=[CH:19][CH:18]=2)[C:10]2[CH:15]=[CH:14][C:13]([Cl:16])=[CH:12][CH:11]=2)=[CH:5][CH:4]=1.C(Cl)Cl.B(Br)(Br)Br, predict the reaction product. The product is: [OH:2][C:3]1[CH:8]=[CH:7][C:6]([P:9](=[O:24])([C:10]2[CH:15]=[CH:14][C:13]([Cl:16])=[CH:12][CH:11]=2)[C:17]2[CH:18]=[CH:19][C:20]([Cl:23])=[CH:21][CH:22]=2)=[CH:5][CH:4]=1. (3) Given the reactants [CH2:1]([Mg]Br)[CH:2]=[CH2:3].[CH:6](=[O:12])[CH2:7][CH2:8][CH2:9][CH2:10][CH3:11], predict the reaction product. The product is: [CH2:3]=[CH:2][CH2:1][CH:6]([OH:12])[CH2:7][CH2:8][CH2:9][CH2:10][CH3:11].